Dataset: Forward reaction prediction with 1.9M reactions from USPTO patents (1976-2016). Task: Predict the product of the given reaction. (1) Given the reactants [OH:1][C:2]1[CH:3]=[C:4]([CH:8]=[C:9]([OH:11])[CH:10]=1)[C:5]([OH:7])=[O:6].C(N(CC)CC)C.[C:19](OC(=O)C)(=[O:21])[CH3:20].[O:26]1CC[CH2:28][CH2:27]1, predict the reaction product. The product is: [C:19]([O:1][C:2]1[CH:3]=[C:4]([CH:8]=[C:9]([O:11][C:27](=[O:26])[CH3:28])[CH:10]=1)[C:5]([OH:7])=[O:6])(=[O:21])[CH3:20]. (2) Given the reactants [Br:1][C:2]1[CH:29]=[N:28][C:5]2=[N:6][C:7]([N:15]3[CH2:18][CH:17]([N:19]([CH3:27])[C:20](=[O:26])[O:21][C:22]([CH3:25])([CH3:24])[CH3:23])[CH2:16]3)=[C:8]([NH:10][C@H:11]([CH3:14])[CH2:12]O)[N:9]=[C:4]2[CH:3]=1.CS(Cl)(=O)=O, predict the reaction product. The product is: [Br:1][C:2]1[CH:29]=[N:28][C:5]2[N:6]=[C:7]([N:15]3[CH2:18][CH:17]([N:19]([CH3:27])[C:20](=[O:26])[O:21][C:22]([CH3:24])([CH3:23])[CH3:25])[CH2:16]3)[C:8]3[N:9]([CH2:12][C@@H:11]([CH3:14])[N:10]=3)[C:4]=2[CH:3]=1. (3) Given the reactants [Cl:1][C:2]1[CH:7]=[CH:6][C:5]([C:8]2[CH:13]=[CH:12][C:11]([NH:14][C:15](=[O:26])/[CH:16]=[CH:17]/[C:18]3[CH:23]=[CH:22][C:21]([CH2:24][OH:25])=[CH:20][CH:19]=3)=[CH:10][CH:9]=2)=[CH:4][CH:3]=1.C(N(CC)CC)C.[CH3:34][S:35](Cl)(=[O:37])=[O:36], predict the reaction product. The product is: [CH3:34][S:35]([O:25][CH2:24][C:21]1[CH:20]=[CH:19][C:18](/[CH:17]=[CH:16]/[C:15](=[O:26])[NH:14][C:11]2[CH:10]=[CH:9][C:8]([C:5]3[CH:6]=[CH:7][C:2]([Cl:1])=[CH:3][CH:4]=3)=[CH:13][CH:12]=2)=[CH:23][CH:22]=1)(=[O:37])=[O:36].